From a dataset of Blood-brain barrier permeability classification from the B3DB database. Regression/Classification. Given a drug SMILES string, predict its absorption, distribution, metabolism, or excretion properties. Task type varies by dataset: regression for continuous measurements (e.g., permeability, clearance, half-life) or binary classification for categorical outcomes (e.g., BBB penetration, CYP inhibition). Dataset: b3db_classification. (1) The compound is CC(C)C[C@H](NC(=O)CNC(=O)[C@H](Cc1ccc(O)cc1)NC(=O)[C@H](CO)NC(=O)[C@H](Cc1c[nH]c2ccccc12)NC(=O)[C@H](Cc1cnc[nH]1)NC(=O)[C@@H]1CCC(=O)N1)C(=O)N[C@@H](CCCN=C(N)N)C(=O)N1CCC[C@H]1C(=O)NCC(N)=O. The result is 0 (does not penetrate BBB). (2) The compound is NCC[C@H](O)C(=O)N[C@@H]1C[C@H](N)[C@@H](OC2O[C@H](CN)[C@@H](O)[C@H](O)[C@H]2O)[C@H](O)[C@H]1OC1O[C@H](CO)[C@@H](O)[C@H](N)[C@H]1O. The result is 0 (does not penetrate BBB). (3) The compound is CC1CCN(CCCN2c3ccccc3Sc3ccc(C(F)(F)F)cc32)CC1. The result is 1 (penetrates BBB). (4) The molecule is Nc1ncnc2c1ncn2C1OC(COP(=O)(O)O)C(O)C1O. The result is 0 (does not penetrate BBB).